From a dataset of Full USPTO retrosynthesis dataset with 1.9M reactions from patents (1976-2016). Predict the reactants needed to synthesize the given product. (1) Given the product [F:20][C:17]1[CH:16]=[CH:15][C:14]([C:13]2[C:12]3[C:7](=[CH:8][C:41]([OH:44])=[CH:10][CH:11]=3)[O:6][C:5]([CH3:30])([CH3:29])[CH:4]=2)=[CH:19][CH:18]=1, predict the reactants needed to synthesize it. The reactants are: C([C:4]1[C:5]([CH3:30])([CH3:29])[O:6][C:7]2[C:12]([C:13]=1[C:14]1[CH:19]=[CH:18][C:17]([F:20])=[CH:16][CH:15]=1)=[CH:11][CH:10]=C(NC(=O)OC(C)(C)C)[CH:8]=2)(=O)C.FC1C=CC(B(O)O)=CC=1.[C:41](=[O:44])([O-])[O-].[Cs+].[Cs+]. (2) Given the product [CH3:32][O:33][C:34]([C:36]1[S:37][CH:38]=[CH:39][C:40]=1[S:41](=[O:43])(=[O:42])[NH:8][C:7]1[CH:6]=[CH:5][C:4]([F:9])=[C:3]([NH:10][C:11]2[C:16]([C:17]3[N:25]=[CH:24][N:23]=[C:22]4[C:18]=3[N:19]=[CH:20][N:21]4[CH:26]3[CH2:31][CH2:30][CH2:29][CH2:28][O:27]3)=[CH:15][CH:14]=[CH:13][N:12]=2)[C:2]=1[F:1])=[O:35], predict the reactants needed to synthesize it. The reactants are: [F:1][C:2]1[C:7]([NH2:8])=[CH:6][CH:5]=[C:4]([F:9])[C:3]=1[NH:10][C:11]1[C:16]([C:17]2[N:25]=[CH:24][N:23]=[C:22]3[C:18]=2[N:19]=[CH:20][N:21]3[CH:26]2[CH2:31][CH2:30][CH2:29][CH2:28][O:27]2)=[CH:15][CH:14]=[CH:13][N:12]=1.[CH3:32][O:33][C:34]([C:36]1[S:37][CH:38]=[CH:39][C:40]=1[S:41](Cl)(=[O:43])=[O:42])=[O:35].N1C=CC=CC=1. (3) Given the product [O:12]1[CH2:13][CH2:15][O:14][CH:11]1[C:6]1[CH:9]=[CH:10][C:3]([C:1]#[N:2])=[CH:4][CH:5]=1, predict the reactants needed to synthesize it. The reactants are: [C:1]([C:3]1[CH:10]=[CH:9][C:6](C=O)=[CH:5][CH:4]=1)#[N:2].[CH:11](OC)([O:14][CH3:15])[O:12][CH3:13].O.C1(C)C=CC(S(O)(=O)=O)=CC=1.C(=O)(O)[O-].[Na+]. (4) Given the product [F:8][C:6]1[CH:5]=[C:4]([CH2:9][C:10]([NH:12][C@H:13]([C:15]([NH:18][CH:19]2[CH2:25][C:24]([CH3:27])([CH3:26])[C:23]3[CH:28]=[CH:29][CH:30]=[CH:31][C:22]=3[N:21]([CH2:32][CH3:33])[C:20]2=[O:34])=[O:17])[CH3:14])=[O:11])[CH:3]=[C:2]([F:1])[CH:7]=1, predict the reactants needed to synthesize it. The reactants are: [F:1][C:2]1[CH:3]=[C:4]([CH2:9][C:10]([NH:12][C@H:13]([C:15]([OH:17])=O)[CH3:14])=[O:11])[CH:5]=[C:6]([F:8])[CH:7]=1.[NH2:18][CH:19]1[CH2:25][C:24]([CH3:27])([CH3:26])[C:23]2[CH:28]=[CH:29][CH:30]=[CH:31][C:22]=2[N:21]([CH2:32][CH3:33])[C:20]1=[O:34]. (5) Given the product [F:22][C:18]1[CH:17]=[C:16]2[C:21](=[CH:20][CH:19]=1)[N:12]([C:11]1[C:2]([C:33]3[CH:34]=[C:35]4[C:30](=[CH:31][CH:32]=3)[NH:29][C:28]([CH3:27])=[CH:36]4)=[N:3][C:4]3[C:9]([N:10]=1)=[CH:8][C:7]([C:23]([O:25][CH3:26])=[O:24])=[CH:6][CH:5]=3)[CH2:13][CH2:14][CH2:15]2, predict the reactants needed to synthesize it. The reactants are: Br[C:2]1[C:11]([N:12]2[C:21]3[C:16](=[CH:17][C:18]([F:22])=[CH:19][CH:20]=3)[CH2:15][CH2:14][CH2:13]2)=[N:10][C:9]2[C:4](=[CH:5][CH:6]=[C:7]([C:23]([O:25][CH3:26])=[O:24])[CH:8]=2)[N:3]=1.[CH3:27][C:28]1[NH:29][C:30]2[C:35]([CH:36]=1)=[CH:34][C:33](B1OC(C)(C)C(C)(C)O1)=[CH:32][CH:31]=2.C(=O)([O-])[O-].[Na+].[Na+].O. (6) Given the product [CH2:1]([O:8][C:9]1[CH:10]=[CH:11][C:12]([CH3:17])=[C:13]([CH:14]=1)[CH:15]=[O:16])[C:2]1[CH:3]=[CH:4][CH:5]=[CH:6][CH:7]=1, predict the reactants needed to synthesize it. The reactants are: [CH2:1]([O:8][C:9]1[CH:10]=[CH:11][C:12]([CH3:17])=[C:13]([CH2:15][OH:16])[CH:14]=1)[C:2]1[CH:7]=[CH:6][CH:5]=[CH:4][CH:3]=1.I(C1C=CC=CC=1C(O)=O)(=O)=O.O. (7) Given the product [CH:25]1([S:28]([N:31]2[CH:35]=[C:34]([C:36]3[N:41]=[C:40]([NH:42][C:2]4[N:7]=[CH:6][C:5]5[N:8]=[C:9]([CH2:17][O:18][CH:19]6[CH2:24][CH2:23][CH2:22][CH2:21][O:20]6)[N:10]([C@H:11]([CH3:16])[C:12]([F:15])([F:14])[F:13])[C:4]=5[CH:3]=4)[CH:39]=[CH:38][N:37]=3)[CH:33]=[N:32]2)(=[O:29])=[O:30])[CH2:27][CH2:26]1, predict the reactants needed to synthesize it. The reactants are: Cl[C:2]1[N:7]=[CH:6][C:5]2[N:8]=[C:9]([CH2:17][O:18][CH:19]3[CH2:24][CH2:23][CH2:22][CH2:21][O:20]3)[N:10]([C@H:11]([CH3:16])[C:12]([F:15])([F:14])[F:13])[C:4]=2[CH:3]=1.[CH:25]1([S:28]([N:31]2[CH:35]=[C:34]([C:36]3[N:41]=[C:40]([NH2:42])[CH:39]=[CH:38][N:37]=3)[CH:33]=[N:32]2)(=[O:30])=[O:29])[CH2:27][CH2:26]1.C1(P(C2CCCCC2)C2C=CC=CC=2C2C(C(C)C)=CC(C(C)C)=CC=2C(C)C)CCCCC1.C(=O)([O-])[O-].[Cs+].[Cs+].